Dataset: Forward reaction prediction with 1.9M reactions from USPTO patents (1976-2016). Task: Predict the product of the given reaction. (1) Given the reactants C1COCC1.O.[CH3:7][O:8][C:9](=[O:32])[C:10]1[CH:15]=[C:14](OS(C(F)(F)F)(=O)=O)[CH:13]=[C:12]([O:24][CH2:25][C:26]2[CH:31]=[CH:30][CH:29]=[CH:28][CH:27]=2)[CH:11]=1.[C:33]1(B(O)O)[CH:38]=[CH:37][CH:36]=[CH:35][CH:34]=1.C(=O)([O-])[O-].[K+].[K+], predict the reaction product. The product is: [CH3:7][O:8][C:9]([C:10]1[CH:15]=[C:14]([C:33]2[CH:38]=[CH:37][CH:36]=[CH:35][CH:34]=2)[CH:13]=[C:12]([O:24][CH2:25][C:26]2[CH:31]=[CH:30][CH:29]=[CH:28][CH:27]=2)[CH:11]=1)=[O:32]. (2) Given the reactants CN1CCOCC1.C(Cl)(=O)OCC(C)C.[C:16]([O:20][C:21]([NH:23][C@@H:24]1[CH2:29][CH2:28][CH2:27][N:26]([C:30]2[N:34]([CH2:35][O:36][CH3:37])[N:33]=[C:32]([C:38](O)=[O:39])[C:31]=2[CH2:41][C:42]2[CH:47]=[CH:46][CH:45]=[CH:44][C:43]=2[Cl:48])[CH2:25]1)=[O:22])([CH3:19])([CH3:18])[CH3:17].Cl.[NH2:50][CH:51]([C:56](=[O:58])[CH3:57])[C:52]([O:54][CH3:55])=[O:53].S([O-])(O)(=O)=O.[K+], predict the reaction product. The product is: [C:16]([O:20][C:21]([NH:23][C@@H:24]1[CH2:29][CH2:28][CH2:27][N:26]([C:30]2[N:34]([CH2:35][O:36][CH3:37])[N:33]=[C:32]([C:38]([NH:50][CH:51]([C:56](=[O:58])[CH3:57])[C:52]([O:54][CH3:55])=[O:53])=[O:39])[C:31]=2[CH2:41][C:42]2[CH:47]=[CH:46][CH:45]=[CH:44][C:43]=2[Cl:48])[CH2:25]1)=[O:22])([CH3:18])([CH3:17])[CH3:19]. (3) Given the reactants [NH2:1][C:2]1[N:7]=[C:6](S(C)(=O)=O)[C:5]([C:12]#[N:13])=[C:4]([C:14]2[CH:19]=[CH:18][CH:17]=[CH:16][CH:15]=2)[N:3]=1.[NH:20]1[CH2:25][CH2:24][CH2:23][CH2:22][CH2:21]1, predict the reaction product. The product is: [NH2:1][C:2]1[N:3]=[C:4]([C:14]2[CH:19]=[CH:18][CH:17]=[CH:16][CH:15]=2)[C:5]([C:12]#[N:13])=[C:6]([N:20]2[CH2:25][CH2:24][CH2:23][CH2:22][CH2:21]2)[N:7]=1. (4) Given the reactants Cl[C:2]1[C:3]([C:22]([NH2:24])=[O:23])=[N:4][C:5]([C:18]([OH:21])([CH3:20])[CH3:19])=[C:6]([O:8][C:9]2[CH:14]=[CH:13][CH:12]=[C:11]([N+:15]([O-:17])=[O:16])[CH:10]=2)[N:7]=1.[CH3:25][N:26]1[CH2:31][CH2:30][N:29]([C:32]2[CH:38]=[CH:37][C:35]([NH2:36])=[CH:34][CH:33]=2)[CH2:28][CH2:27]1.C1(P(C2CCCCC2)C2C=CC=CC=2C2C(C(C)C)=CC(C(C)C)=CC=2C(C)C)CCCCC1.C(=O)([O-])[O-].[K+].[K+], predict the reaction product. The product is: [OH:21][C:18]([C:5]1[N:4]=[C:3]([C:22]([NH2:24])=[O:23])[C:2]([NH:36][C:35]2[CH:34]=[CH:33][C:32]([N:29]3[CH2:28][CH2:27][N:26]([CH3:25])[CH2:31][CH2:30]3)=[CH:38][CH:37]=2)=[N:7][C:6]=1[O:8][C:9]1[CH:14]=[CH:13][CH:12]=[C:11]([N+:15]([O-:17])=[O:16])[CH:10]=1)([CH3:20])[CH3:19]. (5) Given the reactants [C:1]([O:5][C:6](=[O:29])[NH:7][C:8]1[C@:9]([CH3:28])([C:24]([F:27])([F:26])[F:25])[O:10][CH2:11][C@:12]([C:15]2[CH:20]=[CH:19][CH:18]=[C:17]([N:21]=[N+]=[N-])[CH:16]=2)([CH3:14])[N:13]=1)([CH3:4])([CH3:3])[CH3:2], predict the reaction product. The product is: [C:1]([O:5][C:6](=[O:29])[NH:7][C:8]1[C@:9]([CH3:28])([C:24]([F:27])([F:25])[F:26])[O:10][CH2:11][C@:12]([C:15]2[CH:20]=[CH:19][CH:18]=[C:17]([NH2:21])[CH:16]=2)([CH3:14])[N:13]=1)([CH3:2])([CH3:3])[CH3:4]. (6) Given the reactants [CH:1]1([C:6]([C:13]2[S:14][C:15]([CH3:18])=[CH:16][CH:17]=2)([CH3:12])[C:7]([O:9]CC)=[O:8])[CH2:5][CH2:4][CH2:3][CH2:2]1.[OH-].[K+], predict the reaction product. The product is: [CH:1]1([C:6]([C:13]2[S:14][C:15]([CH3:18])=[CH:16][CH:17]=2)([CH3:12])[C:7]([OH:9])=[O:8])[CH2:5][CH2:4][CH2:3][CH2:2]1. (7) Given the reactants [CH2:1]([O:5][C:6](=[O:21])[CH2:7][CH2:8][C:9]#[C:10][C:11]1[CH:12]=[CH:13][C:14]2[O:15][CH2:16][CH2:17][NH:18][C:19]=2[N:20]=1)[CH2:2][CH2:3][CH3:4].C(N(CC)CC)C, predict the reaction product. The product is: [CH2:1]([O:5][C:6](=[O:21])[CH2:7][CH2:8][CH2:9][CH2:10][C:11]1[CH:12]=[CH:13][C:14]2[O:15][CH2:16][CH2:17][NH:18][C:19]=2[N:20]=1)[CH2:2][CH2:3][CH3:4]. (8) Given the reactants [CH:1]1([CH2:4][N:5]2[C:9]3[CH:10]=[CH:11][C:12]([S:14]([CH2:17][CH:18]4[CH2:23][CH2:22][N:21](C(OC(C)(C)C)=O)[CH2:20][CH2:19]4)(=[O:16])=[O:15])=[CH:13][C:8]=3[N:7]=[C:6]2[CH2:31][C:32]([CH3:35])([CH3:34])[CH3:33])[CH2:3][CH2:2]1.Cl[Si](C)(C)C, predict the reaction product. The product is: [CH:1]1([CH2:4][N:5]2[C:9]3[CH:10]=[CH:11][C:12]([S:14]([CH2:17][CH:18]4[CH2:19][CH2:20][NH:21][CH2:22][CH2:23]4)(=[O:15])=[O:16])=[CH:13][C:8]=3[N:7]=[C:6]2[CH2:31][C:32]([CH3:35])([CH3:34])[CH3:33])[CH2:2][CH2:3]1. (9) Given the reactants [NH2:1][C:2]1[CH:7]=[C:6]([O:8][C:9]2[C:14]([F:15])=[CH:13][C:12]([NH:16][C:17]([C:19]3([C:22]([NH:24][C:25]4[CH:30]=[CH:29][C:28]([F:31])=[CH:27][CH:26]=4)=[O:23])[CH2:21][CH2:20]3)=[O:18])=[C:11]([F:32])[CH:10]=2)[CH:5]=[CH:4][N:3]=1.[C:33]([CH2:35][C:36](O)=[O:37])#[N:34].CN(C(ON1N=NC2C=CC=NC1=2)=[N+](C)C)C.F[P-](F)(F)(F)(F)F.CCN(C(C)C)C(C)C, predict the reaction product. The product is: [C:33]([CH2:35][C:36]([NH:1][C:2]1[CH:7]=[C:6]([O:8][C:9]2[C:14]([F:15])=[CH:13][C:12]([NH:16][C:17]([C:19]3([C:22]([NH:24][C:25]4[CH:26]=[CH:27][C:28]([F:31])=[CH:29][CH:30]=4)=[O:23])[CH2:21][CH2:20]3)=[O:18])=[C:11]([F:32])[CH:10]=2)[CH:5]=[CH:4][N:3]=1)=[O:37])#[N:34].